From a dataset of Full USPTO retrosynthesis dataset with 1.9M reactions from patents (1976-2016). Predict the reactants needed to synthesize the given product. (1) Given the product [CH3:1][N:2]1[CH2:7][CH2:6][C:5]([CH2:8][NH2:9])([C:10]2[CH:11]=[CH:12][N:13]=[CH:14][CH:15]=2)[CH2:4][CH2:3]1, predict the reactants needed to synthesize it. The reactants are: [CH3:1][N:2]1[CH2:7][CH2:6][C:5]([C:10]2[CH:15]=[CH:14][N:13]=[CH:12][CH:11]=2)([C:8]#[N:9])[CH2:4][CH2:3]1.[H-].[Al+3].[Li+].[H-].[H-].[H-]. (2) Given the product [N:3]1[CH:4]=[C:5]2[C:9]([N:8]=[CH:7][NH:6]2)=[N:10][CH:2]=1, predict the reactants needed to synthesize it. The reactants are: Cl[C:2]1[N:10]=[C:9]2[C:5]([NH:6][CH:7]=[N:8]2)=[C:4](Cl)[N:3]=1.C(OCC)(=O)C.O1C=CCCC1.NC(O)CC. (3) Given the product [CH:1]([NH:11][C:12]1[CH:13]=[CH:14][C:15]([CH2:18][C:19]([O:21][CH3:22])=[O:20])=[CH:16][CH:17]=1)=[O:3], predict the reactants needed to synthesize it. The reactants are: [C:1](OC(=O)C)(=[O:3])C.C(O)=O.[NH2:11][C:12]1[CH:17]=[CH:16][C:15]([CH2:18][C:19]([O:21][CH3:22])=[O:20])=[CH:14][CH:13]=1. (4) Given the product [CH3:1][S:2]([NH:5][C:6]1[CH:15]=[CH:14][C:13]2[C:8](=[CH:9][CH:10]=[CH:11][CH:12]=2)[C:7]=1[C:16]1[C:25]2[C:20](=[CH:21][CH:22]=[CH:23][CH:24]=2)[CH:19]=[CH:18][C:17]=1[P:26]([C:34]1[CH:39]=[CH:38][CH:37]=[CH:36][CH:35]=1)[C:28]1[CH:29]=[CH:30][CH:31]=[CH:32][CH:33]=1)(=[O:3])=[O:4], predict the reactants needed to synthesize it. The reactants are: [CH3:1][S:2]([NH:5][C:6]1[CH:15]=[CH:14][C:13]2[C:8](=[CH:9][CH:10]=[CH:11][CH:12]=2)[C:7]=1[C:16]1[C:25]2[C:20](=[CH:21][CH:22]=[CH:23][CH:24]=2)[CH:19]=[CH:18][C:17]=1[P:26]([C:34]1[CH:39]=[CH:38][CH:37]=[CH:36][CH:35]=1)([C:28]1[CH:33]=[CH:32][CH:31]=[CH:30][CH:29]=1)=O)(=[O:4])=[O:3].C(N(CC)CC)C.Cl[SiH](Cl)Cl. (5) Given the product [ClH:28].[NH2:35][S:32]([CH2:31][CH2:30][NH:29][C:24]([C:7]1[CH:8]=[C:9]2[C:4](=[CH:5][CH:6]=1)[NH:3][C:2]([OH:1])=[C:10]2[C:11]1[CH:16]=[CH:15][C:14]([CH2:17][N:18]2[CH2:19][CH2:20][O:21][CH2:22][CH2:23]2)=[CH:13][N:12]=1)=[O:26])(=[O:34])=[O:33], predict the reactants needed to synthesize it. The reactants are: [OH:1][C:2]1[NH:3][C:4]2[C:9]([C:10]=1[C:11]1[CH:16]=[CH:15][C:14]([CH2:17][N:18]3[CH2:23][CH2:22][O:21][CH2:20][CH2:19]3)=[CH:13][N:12]=1)=[CH:8][C:7]([C:24]([O:26]C)=O)=[CH:6][CH:5]=2.[ClH:28].[NH2:29][CH2:30][CH2:31][S:32]([NH2:35])(=[O:34])=[O:33].C[Al](C)C.